From a dataset of Full USPTO retrosynthesis dataset with 1.9M reactions from patents (1976-2016). Predict the reactants needed to synthesize the given product. The reactants are: [NH:1]1[CH2:4][CH:3]([O:5][C:6]2[C:11]([CH:12]3[CH2:17][CH2:16][O:15][CH2:14][CH2:13]3)=[CH:10][CH:9]=[CH:8][N:7]=2)[CH2:2]1.Cl[C:19]1[CH:28]=[CH:27][C:26]2[C:21](=[CH:22][CH:23]=[CH:24][CH:25]=2)[N:20]=1.C1(P(C2C=CC=CC=2)C2C=CC3C(=CC=CC=3)C=2C2C3C(=CC=CC=3)C=CC=2P(C2C=CC=CC=2)C2C=CC=CC=2)C=CC=CC=1.CC(C)([O-])C.[Na+]. Given the product [O:15]1[CH2:16][CH2:17][CH:12]([C:11]2[C:6]([O:5][CH:3]3[CH2:2][N:1]([C:19]4[CH:28]=[CH:27][C:26]5[C:21](=[CH:22][CH:23]=[CH:24][CH:25]=5)[N:20]=4)[CH2:4]3)=[N:7][CH:8]=[CH:9][CH:10]=2)[CH2:13][CH2:14]1, predict the reactants needed to synthesize it.